This data is from Full USPTO retrosynthesis dataset with 1.9M reactions from patents (1976-2016). The task is: Predict the reactants needed to synthesize the given product. The reactants are: [F:1][C:2]1[CH:3]=[C:4]([S:11]([N:14]2[CH2:19][CH2:18][N:17]([C:20]3[CH:25]=[CH:24][C:23]([C:26]([OH:35])([C:31]([F:34])([F:33])[F:32])[C:27]([F:30])([F:29])[F:28])=[CH:22][CH:21]=3)[CH2:16][CH2:15]2)(=[O:13])=[O:12])[CH:5]=[CH:6][C:7]=1[N+:8]([O-])=O. Given the product [NH2:8][C:7]1[CH:6]=[CH:5][C:4]([S:11]([N:14]2[CH2:15][CH2:16][N:17]([C:20]3[CH:25]=[CH:24][C:23]([C:26]([OH:35])([C:27]([F:30])([F:28])[F:29])[C:31]([F:32])([F:33])[F:34])=[CH:22][CH:21]=3)[CH2:18][CH2:19]2)(=[O:12])=[O:13])=[CH:3][C:2]=1[F:1], predict the reactants needed to synthesize it.